From a dataset of Peptide-MHC class II binding affinity with 134,281 pairs from IEDB. Regression. Given a peptide amino acid sequence and an MHC pseudo amino acid sequence, predict their binding affinity value. This is MHC class II binding data. (1) The peptide sequence is NLEIDMIVDTISDFR. The MHC is DRB1_1201 with pseudo-sequence DRB1_1201. The binding affinity (normalized) is 0.113. (2) The peptide sequence is EHAFYLDWAVHSFRI. The MHC is HLA-DQA10301-DQB10302 with pseudo-sequence HLA-DQA10301-DQB10302. The binding affinity (normalized) is 0.413. (3) The peptide sequence is CDGRGKSTRSTTDSG. The MHC is DRB5_0101 with pseudo-sequence DRB5_0101. The binding affinity (normalized) is 0. (4) The peptide sequence is YDKFQANVSTVLTGK. The MHC is DRB1_0401 with pseudo-sequence DRB1_0401. The binding affinity (normalized) is 0.603.